This data is from Reaction yield outcomes from USPTO patents with 853,638 reactions. The task is: Predict the reaction yield, written as a fraction of the theoretical maximum amount of product (1.0 means a 100% yield; for example, 0.34 means a 34% yield). The reactants are C(O[C:6]([NH:8][CH2:9][C:10]([N:12]([CH2:17][C:18]([O:20][CH3:21])=[O:19])[CH2:13][CH:14]([CH3:16])[CH3:15])=[O:11])=[O:7])(C)(C)C.[CH3:22][O:23][C:24]1[CH:25]=[C:26]2[C:31](=[CH:32][CH:33]=1)[O:30][CH2:29][CH:28](C(O)=O)[CH2:27]2.C(Cl)CCl.C1C=CC2N(O)N=NC=2C=1.CCN(C(C)C)C(C)C. The catalyst is C(O)(C(F)(F)F)=O.C(Cl)Cl.CN(C=O)C.C(OCC)(=O)C. The product is [CH2:13]([N:12]([CH2:17][C:18]([O:20][CH3:21])=[O:19])[C:10](=[O:11])[CH2:9][NH:8][C:6]([CH:28]1[CH2:27][C:26]2[C:31](=[CH:32][CH:33]=[C:24]([O:23][CH3:22])[CH:25]=2)[O:30][CH2:29]1)=[O:7])[CH:14]([CH3:15])[CH3:16]. The yield is 0.770.